Dataset: Full USPTO retrosynthesis dataset with 1.9M reactions from patents (1976-2016). Task: Predict the reactants needed to synthesize the given product. (1) Given the product [CH2:1]([N:3]([CH2:13][CH3:14])[C:4]1[CH:12]=[CH:11][C:7]([C:8](=[S:16])[NH2:10])=[CH:6][CH:5]=1)[CH3:2], predict the reactants needed to synthesize it. The reactants are: [CH2:1]([N:3]([CH2:13][CH3:14])[C:4]1[CH:12]=[CH:11][C:7]([C:8]([NH2:10])=O)=[CH:6][CH:5]=1)[CH3:2].P12(SP3(SP(SP(S3)(S1)=S)(=S)S2)=S)=[S:16]. (2) Given the product [ClH:27].[NH:15]1[CH2:14][CH:13]([C:11]2[O:10][N:9]=[C:8]([C:5]3[CH:6]=[CH:7][C:2]([CH3:1])=[C:3]([N+:24]([O-:26])=[O:25])[CH:4]=3)[N:12]=2)[CH2:16]1, predict the reactants needed to synthesize it. The reactants are: [CH3:1][C:2]1[CH:7]=[CH:6][C:5]([C:8]2[N:12]=[C:11]([CH:13]3[CH2:16][N:15](C(OC(C)(C)C)=O)[CH2:14]3)[O:10][N:9]=2)=[CH:4][C:3]=1[N+:24]([O-:26])=[O:25].[ClH:27]. (3) The reactants are: [CH2:1]([O:4][C:5](=[O:9])[CH2:6][C:7]#[N:8])[CH:2]=[CH2:3].[H-].[Na+].[CH2:12]([N:14]=[C:15]=[S:16])[CH3:13].Br[CH2:18][C:19](Cl)=O.CN(C)C=[O:25]. Given the product [CH2:1]([O:4][C:5](=[O:9])[C:6]([C:7]#[N:8])=[C:15]1[N:14]([CH2:18][CH3:19])[C:12](=[O:25])[CH2:13][S:16]1)[CH:2]=[CH2:3], predict the reactants needed to synthesize it.